The task is: Predict the reactants needed to synthesize the given product.. This data is from Full USPTO retrosynthesis dataset with 1.9M reactions from patents (1976-2016). (1) Given the product [F:33][C:30]1[CH:31]=[N:32][C:25]2[N:24]([C:34]3[CH:35]=[C:36]([C:40]4[CH:45]=[CH:44][C:43]([CH2:46][N:5]5[CH2:6][CH2:7][CH2:8][N:2]([CH3:1])[CH2:3][CH2:4]5)=[CH:42][CH:41]=4)[CH:37]=[CH:38][CH:39]=3)[C:23](=[O:48])[N:22]([C@@H:19]3[CH2:18][CH2:17][C@H:16]([NH:15][C:14](=[O:49])[O:13][C:9]([CH3:11])([CH3:12])[CH3:10])[CH2:21][CH2:20]3)[C:27](=[O:28])[C:26]=2[CH:29]=1, predict the reactants needed to synthesize it. The reactants are: [CH3:1][N:2]1[CH2:8][CH2:7][CH2:6][NH:5][CH2:4][CH2:3]1.[C:9]([O:13][C:14](=[O:49])[NH:15][C@H:16]1[CH2:21][CH2:20][C@@H:19]([N:22]2[C:27](=[O:28])[C:26]3[CH:29]=[C:30]([F:33])[CH:31]=[N:32][C:25]=3[N:24]([C:34]3[CH:35]=[C:36]([C:40]4[CH:45]=[CH:44][C:43]([CH:46]=O)=[CH:42][CH:41]=4)[CH:37]=[CH:38][CH:39]=3)[C:23]2=[O:48])[CH2:18][CH2:17]1)([CH3:12])([CH3:11])[CH3:10].S([O-])([O-])(=O)=O.[Na+].[Na+].C(O[BH-](OC(=O)C)OC(=O)C)(=O)C.[Na+]. (2) Given the product [CH2:11]([O:13][CH:14]([O:17][CH2:18][CH3:19])[CH2:15]/[N:16]=[CH:4]/[C:3]1[CH:6]=[CH:7][CH:8]=[C:9]([OH:10])[C:2]=1[OH:1])[CH3:12], predict the reactants needed to synthesize it. The reactants are: [OH:1][C:2]1[C:9]([OH:10])=[CH:8][CH:7]=[CH:6][C:3]=1[CH:4]=O.[CH2:11]([O:13][CH:14]([O:17][CH2:18][CH3:19])[CH2:15][NH2:16])[CH3:12]. (3) Given the product [CH2:1]([O:3][C:4](=[O:7])[CH2:5][NH:11][CH:8]1[CH2:10][CH2:9]1)[CH3:2], predict the reactants needed to synthesize it. The reactants are: [CH2:1]([O:3][C:4](=[O:7])[CH2:5]Br)[CH3:2].[CH:8]1([NH2:11])[CH2:10][CH2:9]1. (4) Given the product [N:31]([C@@H:14]([C@@H:15]([C:24]1[CH:25]=[CH:26][C:27]([F:30])=[CH:28][CH:29]=1)[C:16]1[CH:17]=[N:18][C:19]([O:22][CH3:23])=[CH:20][CH:21]=1)[C:13]([NH:12][C:6]1[CH:7]=[CH:8][CH:9]=[C:10]([F:11])[C:5]=1[CH2:4][CH2:3][CH:2]1[CH2:35][N@@:1]1[S:50]([C:44]1[CH:49]=[CH:48][CH:47]=[CH:46][CH:45]=1)(=[O:52])=[O:51])=[O:34])=[N+:32]=[N-:33], predict the reactants needed to synthesize it. The reactants are: [NH2:1][C@H:2]([CH2:35]O)[CH2:3][CH2:4][C:5]1[C:10]([F:11])=[CH:9][CH:8]=[CH:7][C:6]=1[NH:12][C:13](=[O:34])[C@@H:14]([N:31]=[N+:32]=[N-:33])[C@@H:15]([C:24]1[CH:29]=[CH:28][C:27]([F:30])=[CH:26][CH:25]=1)[C:16]1[CH:17]=[N:18][C:19]([O:22][CH3:23])=[CH:20][CH:21]=1.C(N(CC)CC)C.[C:44]1([S:50](Cl)(=[O:52])=[O:51])[CH:49]=[CH:48][CH:47]=[CH:46][CH:45]=1.CS(Cl)(=O)=O.